From a dataset of Reaction yield outcomes from USPTO patents with 853,638 reactions. Predict the reaction yield, written as a fraction of the theoretical maximum amount of product (1.0 means a 100% yield; for example, 0.34 means a 34% yield). (1) The reactants are [CH:1]1([C:7]([C:21]2[CH:26]=[CH:25][CH:24]=[CH:23][CH:22]=2)([C:9]2[N:13]=[CH:12][N:11]([CH2:14][CH:15]3[CH2:20][CH2:19][NH:18][CH2:17][CH2:16]3)[N:10]=2)[OH:8])[CH2:6][CH2:5][CH2:4][CH2:3][CH2:2]1.Br[CH2:28][CH2:29][C:30]1[CH:35]=[CH:34][C:33]([CH2:36][CH2:37][N:38]2[C:46](=[O:47])[C:45]3[C:40](=[CH:41][CH:42]=[CH:43][CH:44]=3)[C:39]2=[O:48])=[CH:32][CH:31]=1.C(N(CC)CC)C. The catalyst is C(#N)C. The product is [CH:21]1([C@@:7]([OH:8])([C:1]2[CH:6]=[CH:5][CH:4]=[CH:3][CH:2]=2)[C:9]2[N:13]=[CH:12][N:11]([CH2:14][CH:15]3[CH2:20][CH2:19][N:18]([CH2:28][CH2:29][C:30]4[CH:31]=[CH:32][C:33]([CH2:36][CH2:37][N:38]5[C:46](=[O:47])[C:45]6[C:40](=[CH:41][CH:42]=[CH:43][CH:44]=6)[C:39]5=[O:48])=[CH:34][CH:35]=4)[CH2:17][CH2:16]3)[N:10]=2)[CH2:26][CH2:25][CH2:24][CH2:23][CH2:22]1. The yield is 0.280. (2) The reactants are [NH2:1][C:2]1[CH:3]=[C:4]2[C:8](=[CH:9][C:10]=1[S:11][CH2:12][C:13]1[CH:18]=[CH:17][CH:16]=[CH:15][CH:14]=1)[C:7](=[O:19])[CH2:6][CH2:5]2.[O:20]1[C:24]2[CH:25]=[CH:26][CH:27]=[CH:28][C:23]=2[CH:22]=[C:21]1[S:29](Cl)(=[O:31])=[O:30]. The catalyst is N1C=CC=CC=1. The product is [CH2:12]([S:11][C:10]1[CH:9]=[C:8]2[C:4]([CH2:5][CH2:6][C:7]2=[O:19])=[CH:3][C:2]=1[NH:1][S:29]([C:21]1[O:20][C:24]2[CH:25]=[CH:26][CH:27]=[CH:28][C:23]=2[CH:22]=1)(=[O:30])=[O:31])[C:13]1[CH:14]=[CH:15][CH:16]=[CH:17][CH:18]=1. The yield is 0.470. (3) The reactants are Cl[C:2]1[N:11]=[C:10]([NH:12][CH:13]([C:22]2[CH:27]=[CH:26][CH:25]=[CH:24][CH:23]=2)[CH2:14][CH2:15][C:16]2[CH:21]=[CH:20][CH:19]=[CH:18][CH:17]=2)[C:9]2[C:4](=[CH:5][CH:6]=[CH:7][CH:8]=2)[N:3]=1.[CH3:28][S:29]([NH:32][C:33]1[CH:38]=[CH:37][C:36](B(O)O)=[CH:35][CH:34]=1)(=[O:31])=[O:30].C1(C(C2C=CC=CN=2)CNC2C3C(=CC=CC=3)N=C(C3C=CC(NS(C)(=O)=O)=CC=3)N=2)C=CC=CC=1. The catalyst is C(Cl)(Cl)Cl.CO. The product is [C:22]1([CH:13]([NH:12][C:10]2[C:9]3[C:4](=[CH:5][CH:6]=[CH:7][CH:8]=3)[N:3]=[C:2]([C:36]3[CH:35]=[CH:34][C:33]([NH:32][S:29]([CH3:28])(=[O:30])=[O:31])=[CH:38][CH:37]=3)[N:11]=2)[CH2:14][CH2:15][C:16]2[CH:21]=[CH:20][CH:19]=[CH:18][CH:17]=2)[CH:27]=[CH:26][CH:25]=[CH:24][CH:23]=1. The yield is 0.650. (4) The reactants are [OH:1][C:2]1[CH:7]=[CH:6][C:5]([NH:8][C:9](=[O:14])[CH2:10][C:11]([NH2:13])=[O:12])=[CH:4][CH:3]=1.[Cl:15][C:16]1[CH:23]=[CH:22][C:19]([CH2:20]Br)=[CH:18][CH:17]=1. No catalyst specified. The product is [Cl:15][C:16]1[CH:23]=[CH:22][C:19]([CH2:20][O:1][C:2]2[CH:3]=[CH:4][C:5]([NH:8][C:9](=[O:14])[CH2:10][C:11]([NH2:13])=[O:12])=[CH:6][CH:7]=2)=[CH:18][CH:17]=1. The yield is 0.180.